The task is: Regression. Given a peptide amino acid sequence and an MHC pseudo amino acid sequence, predict their binding affinity value. This is MHC class II binding data.. This data is from Peptide-MHC class II binding affinity with 134,281 pairs from IEDB. (1) The peptide sequence is KKTLRLPKMLETEIV. The MHC is DRB1_0802 with pseudo-sequence DRB1_0802. The binding affinity (normalized) is 0.218. (2) The peptide sequence is IDNESGWKTLVSRAIDLSSKK. The MHC is DRB1_0101 with pseudo-sequence DRB1_0101. The binding affinity (normalized) is 0.550. (3) The binding affinity (normalized) is 0.284. The MHC is DRB3_0202 with pseudo-sequence DRB3_0202. The peptide sequence is EPIAPYHFDLSGHAF. (4) The peptide sequence is AGWLAFFRDLVARGL. The MHC is HLA-DPA10301-DPB10402 with pseudo-sequence HLA-DPA10301-DPB10402. The binding affinity (normalized) is 0.438. (5) The peptide sequence is LEVLNFDFQANAQLS. The MHC is HLA-DPA10103-DPB10401 with pseudo-sequence HLA-DPA10103-DPB10401. The binding affinity (normalized) is 0.515. (6) The peptide sequence is ENPVVHAFRNIVTPR. The MHC is DRB1_1501 with pseudo-sequence DRB1_1501. The binding affinity (normalized) is 0.728. (7) The peptide sequence is VIPANWKPDTVYTSK. The MHC is HLA-DQA10101-DQB10501 with pseudo-sequence HLA-DQA10101-DQB10501. The binding affinity (normalized) is 0.178.